From a dataset of Full USPTO retrosynthesis dataset with 1.9M reactions from patents (1976-2016). Predict the reactants needed to synthesize the given product. The reactants are: [Cl:1][C:2]1[CH:3]=[C:4]2[CH:10]=[C:9]([C:11]([NH:13][C@@H:14]([CH2:18][C:19]3[CH:24]=[CH:23][C:22]([F:25])=[CH:21][CH:20]=3)[C:15]([OH:17])=O)=[O:12])[NH:8][C:5]2=[CH:6][N:7]=1.CN(C(ON1N=NC2C=CC=NC1=2)=[N+](C)C)C.F[P-](F)(F)(F)(F)F.[OH:50][CH:51]1[CH2:56][CH2:55][NH:54][CH2:53][CH2:52]1.CCN(C(C)C)C(C)C. Given the product [F:25][C:22]1[CH:23]=[CH:24][C:19]([CH2:18][C@H:14]([NH:13][C:11]([C:9]2[NH:8][C:5]3=[CH:6][N:7]=[C:2]([Cl:1])[CH:3]=[C:4]3[CH:10]=2)=[O:12])[C:15]([N:54]2[CH2:55][CH2:56][CH:51]([OH:50])[CH2:52][CH2:53]2)=[O:17])=[CH:20][CH:21]=1, predict the reactants needed to synthesize it.